Task: Predict which catalyst facilitates the given reaction.. Dataset: Catalyst prediction with 721,799 reactions and 888 catalyst types from USPTO (1) Reactant: C[O:2][C:3](=[O:28])[CH2:4][C:5]1[C:13]2[C:8](=[N:9][CH:10]=[CH:11][CH:12]=2)[N:7]([CH2:14][C:15]2[CH:20]=[CH:19][C:18]([S:21]([CH2:24][CH3:25])(=[O:23])=[O:22])=[CH:17][C:16]=2[Cl:26])[C:6]=1[CH3:27].COC(=O)CC1C2C(=NC=CC=2)NC=1C.[H-].[Na+].BrCC1C=CC(S(CC)(=O)=O)=CC=1Cl.[I-].[Na+]. Product: [Cl:26][C:16]1[CH:17]=[C:18]([S:21]([CH2:24][CH3:25])(=[O:22])=[O:23])[CH:19]=[CH:20][C:15]=1[CH2:14][N:7]1[C:8]2=[N:9][CH:10]=[CH:11][CH:12]=[C:13]2[C:5]([CH2:4][C:3]([OH:28])=[O:2])=[C:6]1[CH3:27]. The catalyst class is: 3. (2) Reactant: C[C:2]1[C:14]2[C:13]3[CH:12]=[CH:11][CH:10]=[CH:9][C:8]=3[N:7]=[C:6](O)[C:5]=2[NH:4][CH:3]=1.[C:16]([O-:19])([O-])=O.[Cs+].[Cs+].[CH2:22](Br)[CH:23]=C.[CH2:26]1COCC1. Product: [CH2:10]([CH:9]1[CH:16]([OH:19])[C:5]23[N:4]=[CH:3][CH:2]=[C:14]2[CH:13]=[CH:12][CH:11]=[C:6]3[N:7]([CH3:26])[CH2:8]1)[CH:22]=[CH2:23]. The catalyst class is: 37. (3) Reactant: [H-].[Na+].[C:3]([CH2:5][C:6]1[CH:11]=[CH:10][C:9]([O:12][CH2:13][CH:14]2[CH2:19][CH2:18][N:17]([C:20]([O:22][C:23]([CH3:26])([CH3:25])[CH3:24])=[O:21])[CH2:16][CH2:15]2)=[C:8]([O:27][CH3:28])[CH:7]=1)#[N:4].C(O[CH2:33][CH3:34])(=O)C.Cl.O1CCOCC1.[NH2:42][NH2:43]. Product: [NH2:4][C:3]1[NH:43][N:42]=[C:33]([CH3:34])[C:5]=1[C:6]1[CH:11]=[CH:10][C:9]([O:12][CH2:13][CH:14]2[CH2:19][CH2:18][N:17]([C:20]([O:22][C:23]([CH3:25])([CH3:24])[CH3:26])=[O:21])[CH2:16][CH2:15]2)=[C:8]([O:27][CH3:28])[CH:7]=1. The catalyst class is: 219. (4) Reactant: N[C:2]1[CH:17]=[CH:16][C:5]([O:6][C:7]2[CH:12]=[CH:11][N:10]=[C:9]([C:13]([NH2:15])=[O:14])[CH:8]=2)=[C:4]([F:18])[CH:3]=1.C(OC1C=CC([NH:33]C2N=CN=C(OC3C=CC(NC(=O)CC(NC4C=CC(F)=CC=4)=O)=CC=3F)C=2)=CC=1)C1C=CC=CC=1.[F:62][C:63]1[CH:78]=[CH:77][C:66]([CH2:67][NH:68][C:69]([C:71]2([C:74]([OH:76])=O)[CH2:73][CH2:72]2)=[O:70])=[CH:65][CH:64]=1.CN(C(ON1N=NC2C=CC=NC1=2)=[N+](C)C)C.F[P-](F)(F)(F)(F)F.CCN(C(C)C)C(C)C. Product: [F:62][C:63]1[CH:64]=[CH:65][C:66]([CH2:67][N:68]([C:2]2[CH:17]=[CH:16][C:5]([O:6][C:7]3[CH:12]=[CH:11][N:10]=[C:9]([C:13](=[O:14])[NH2:15])[CH:8]=3)=[C:4]([F:18])[CH:3]=2)[C:69]([C:71]2([C:74]([NH2:33])=[O:76])[CH2:72][CH2:73]2)=[O:70])=[CH:77][CH:78]=1. The catalyst class is: 3. (5) Reactant: [Cl:1][C:2]1[C:10]2[O:9][C:8]([C:11]3[CH:16]=[CH:15][C:14]([O:17]C)=[CH:13][CH:12]=3)=[C:7]([C:19]3[CH:23]=[CH:22][O:21][C:20]=3[C:24]#[N:25])[C:6]=2[CH:5]=[C:4]([O:26]C)[CH:3]=1.B(Br)(Br)Br. The catalyst class is: 2. Product: [Cl:1][C:2]1[C:10]2[O:9][C:8]([C:11]3[CH:12]=[CH:13][C:14]([OH:17])=[CH:15][CH:16]=3)=[C:7]([C:19]3[CH:23]=[CH:22][O:21][C:20]=3[C:24]#[N:25])[C:6]=2[CH:5]=[C:4]([OH:26])[CH:3]=1. (6) Reactant: C1(OC2C=CC=CC=2)C=CC=CC=1.C1C=CC(C2C=CC=CC=2)=CC=1.C1C=CC(OC2C=CC=CC=2)=CC=1.[N:39]1[C:48]2[C:43](=[CH:44][CH:45]=[CH:46][CH:47]=2)[C:42](O)=[CH:41][CH:40]=1.O=P(Cl)(Cl)[Cl:52]. Product: [Cl:52][N:39]1[C:48]2[C:43](=[CH:44][CH:45]=[CH:46][CH:47]=2)[CH:42]=[CH:41][CH2:40]1. The catalyst class is: 3. (7) Reactant: [CH3:1][NH:2][C:3]1[CH:8]=[CH:7][N:6]=[C:5]([S:9][CH3:10])[N:4]=1.Cl[C:12]1[CH:17]=[CH:16][CH:15]=[C:14]([Cl:18])[N:13]=1.C1(P(C2C=CC=CC=2)C2(P(C3C=CC=CC=3)C3C=CC=CC=3)CC=C3C(C=CC=C3)=C2C2C3C(=CC=CC=3)C=CC=2)C=CC=CC=1.CC(C)([O-])C.[Na+]. Product: [Cl:18][C:14]1[N:13]=[C:12]([N:2]([CH3:1])[C:3]2[CH:8]=[CH:7][N:6]=[C:5]([S:9][CH3:10])[N:4]=2)[CH:17]=[CH:16][CH:15]=1. The catalyst class is: 11. (8) Reactant: [Cl:1][C:2]1[CH:15]=[CH:14][CH:13]=[C:12]([F:16])[C:3]=1[O:4][Si:5]([C:8]([CH3:11])([CH3:10])[CH3:9])([CH3:7])[CH3:6].C([Li])(CC)C.CN([CH:25]=[O:26])C. Product: [Si:5]([O:4][C:3]1[C:12]([F:16])=[C:13]([CH:14]=[CH:15][C:2]=1[Cl:1])[CH:25]=[O:26])([C:8]([CH3:11])([CH3:10])[CH3:9])([CH3:7])[CH3:6]. The catalyst class is: 1. (9) Reactant: [CH3:1][S:2]([NH2:5])(=[O:4])=[O:3].[CH3:6][S:7](Cl)(=[O:9])=[O:8].[N:11]1[CH:16]=[CH:15][CH:14]=[CH:13][CH:12]=1.Cl[C:18](=[O:24])[CH2:19][C:20]([O:22][CH3:23])=[O:21].C(#[N:27])C. Product: [CH3:23][O:22][C:20](=[O:21])[CH2:19][C:18]([NH:11][C:16]1[CH:15]=[CH:14][C:13]([NH:5][S:2]([CH3:1])(=[O:4])=[O:3])=[CH:12][C:6]=1[S:7](=[O:9])(=[O:8])[NH2:27])=[O:24]. The catalyst class is: 1. (10) Reactant: [C:1]([C:5]1[CH:10]=[CH:9][C:8]([S:11]([NH:14][C:15]2[CH:16]=[C:17]3[C:21](=[CH:22][CH:23]=2)[NH:20][C:19]([C:24](O)=[O:25])=[C:18]3[C:27]2[CH:32]=[CH:31][CH:30]=[C:29]([C:33]([F:36])([F:35])[F:34])[CH:28]=2)(=[O:13])=[O:12])=[CH:7][CH:6]=1)([CH3:4])([CH3:3])[CH3:2].[CH3:37][N:38]([CH3:42])[CH2:39][CH2:40][NH2:41]. Product: [CH3:37][N:38]([CH3:42])[CH2:39][CH2:40][NH:41][C:24]([C:19]1[NH:20][C:21]2[C:17]([C:18]=1[C:27]1[CH:32]=[CH:31][CH:30]=[C:29]([C:33]([F:36])([F:34])[F:35])[CH:28]=1)=[CH:16][C:15]([NH:14][S:11]([C:8]1[CH:9]=[CH:10][C:5]([C:1]([CH3:4])([CH3:3])[CH3:2])=[CH:6][CH:7]=1)(=[O:13])=[O:12])=[CH:23][CH:22]=2)=[O:25]. The catalyst class is: 98.